This data is from Forward reaction prediction with 1.9M reactions from USPTO patents (1976-2016). The task is: Predict the product of the given reaction. (1) Given the reactants [F:1][C:2]1[CH:9]=[C:8]([N:10]2[C:18]3[CH2:17][C:16]([CH3:20])([CH3:19])[CH2:15][C:14](=[O:21])[C:13]=3[C:12]([CH3:22])=[N:11]2)[CH:7]=[C:6]([NH:23][CH:24]([CH2:27][OH:28])[CH2:25][OH:26])[C:3]=1[C:4]#[N:5].CC[OH:31].CS(C)=O, predict the reaction product. The product is: [OH:28][CH2:27][CH:24]([NH:23][C:6]1[CH:7]=[C:8]([N:10]2[C:18]3[CH2:17][C:16]([CH3:20])([CH3:19])[CH2:15][C:14](=[O:21])[C:13]=3[C:12]([CH3:22])=[N:11]2)[CH:9]=[C:2]([F:1])[C:3]=1[C:4]([NH2:5])=[O:31])[CH2:25][OH:26]. (2) Given the reactants [CH2:1]([NH:6][C:7]([NH2:9])=[S:8])[CH2:2][CH2:3][CH2:4][CH3:5].[C:10]([CH2:12][C:13](OCC)=[O:14])#[N:11].[O-]CC.[Na+].C(O)(=O)C, predict the reaction product. The product is: [NH2:11][C:10]1[N:6]([CH2:1][CH2:2][CH2:3][CH2:4][CH3:5])[C:7](=[S:8])[NH:9][C:13](=[O:14])[CH:12]=1. (3) Given the reactants [NH2:1][CH:2]1[CH2:7][CH2:6][CH2:5][CH2:4][CH:3]1[OH:8].C([O-])([O-])=O.[K+].[K+].Cl[CH2:16][CH2:17][C:18]1[CH:23]=[CH:22][C:21]([O:24][CH3:25])=[CH:20][CH:19]=1.CO, predict the reaction product. The product is: [CH3:25][O:24][C:21]1[CH:22]=[CH:23][C:18]([CH2:17][CH2:16][NH:1][CH:2]2[CH2:7][CH2:6][CH2:5][CH2:4][CH:3]2[OH:8])=[CH:19][CH:20]=1. (4) Given the reactants C([O:3][C:4]([C:6]1[C:7]([NH:16][C:17]2[CH:22]=[CH:21][C:20]([Br:23])=[CH:19][C:18]=2[F:24])=[CH:8][C:9](=[O:15])[N:10]2[C:14]=1[CH2:13][CH2:12][CH2:11]2)=[O:5])C.C1COCC1.CO.[Li+].[OH-].Cl, predict the reaction product. The product is: [Br:23][C:20]1[CH:21]=[CH:22][C:17]([NH:16][C:7]2[C:6]([C:4]([OH:5])=[O:3])=[C:14]3[N:10]([CH2:11][CH2:12][CH2:13]3)[C:9](=[O:15])[CH:8]=2)=[C:18]([F:24])[CH:19]=1. (5) Given the reactants CC1C=CC2C=CC3C=CC(C)=NC=3C=2N=1.[CH2:17]([O:22][C:23](=[O:32])[C:24]1[C:29](I)=[CH:28][N:27]=[C:26]([NH2:31])[CH:25]=1)[CH2:18][CH2:19][CH2:20][CH3:21].[N:33]1([S:39]([C:42]2[CH:47]=[CH:46][C:45]([SH:48])=[CH:44][CH:43]=2)(=[O:41])=[O:40])[CH2:38][CH2:37][CH2:36][CH2:35][CH2:34]1.CC(C)([O-])C.[Na+], predict the reaction product. The product is: [CH2:17]([O:22][C:23](=[O:32])[C:24]1[C:29]([S:48][C:45]2[CH:44]=[CH:43][C:42]([S:39]([N:33]3[CH2:38][CH2:37][CH2:36][CH2:35][CH2:34]3)(=[O:40])=[O:41])=[CH:47][CH:46]=2)=[CH:28][N:27]=[C:26]([NH2:31])[CH:25]=1)[CH2:18][CH2:19][CH2:20][CH3:21]. (6) Given the reactants [F:1][C:2]1[CH:34]=[CH:33][C:5]([CH2:6][C:7]2[N:8]=[C:9](OS(C(F)(F)F)(=O)=O)[C:10]3[CH2:16][CH2:15][N:14]([C:17]([O:19][C:20]([CH3:23])([CH3:22])[CH3:21])=[O:18])[CH2:13][CH2:12][C:11]=3[N:24]=2)=[CH:4][CH:3]=1.[CH3:35][NH2:36].C1COCC1, predict the reaction product. The product is: [F:1][C:2]1[CH:3]=[CH:4][C:5]([CH2:6][C:7]2[N:8]=[C:9]([NH:36][CH3:35])[C:10]3[CH2:16][CH2:15][N:14]([C:17]([O:19][C:20]([CH3:23])([CH3:22])[CH3:21])=[O:18])[CH2:13][CH2:12][C:11]=3[N:24]=2)=[CH:33][CH:34]=1.